Dataset: Forward reaction prediction with 1.9M reactions from USPTO patents (1976-2016). Task: Predict the product of the given reaction. (1) Given the reactants C([O:5][N:6]=[C:7]1[C:16]2[C:11](=[CH:12][C:13](Br)=[CH:14][CH:15]=2)[O:10][C:9]([C:18]2[N:19]=[CH:20][C:21]3[C:26]([CH:27]=2)=[CH:25][CH:24]=[CH:23][CH:22]=3)=[CH:8]1)(C)(C)C.[CH3:28][N:29]([CH3:38])[C:30]1[CH:35]=[CH:34][C:33]([C:36]#[CH:37])=[CH:32][CH:31]=1, predict the reaction product. The product is: [CH3:28][N:29]([CH3:38])[C:30]1[CH:35]=[CH:34][C:33]([C:36]#[C:37][C:13]2[CH:12]=[C:11]3[C:16]([C:7](=[N:6][OH:5])[CH:8]=[C:9]([C:18]4[N:19]=[CH:20][C:21]5[C:26]([CH:27]=4)=[CH:25][CH:24]=[CH:23][CH:22]=5)[O:10]3)=[CH:15][CH:14]=2)=[CH:32][CH:31]=1. (2) Given the reactants Cl[CH2:2][C:3]1[C:4]([CH3:9])=[N:5][CH:6]=[CH:7][CH:8]=1.[C-:10]#[N:11].[Na+].[Cl-].[NH4+], predict the reaction product. The product is: [CH3:9][C:4]1[C:3]([CH2:2][C:10]#[N:11])=[CH:8][CH:7]=[CH:6][N:5]=1. (3) Given the reactants C[O:2][C:3](=O)[CH:4]([C:24]1[CH:29]=[CH:28][C:27]([O:30][CH3:31])=[CH:26][CH:25]=1)[CH2:5][C:6]1[C:7]([NH:19][CH2:20][CH:21]2[CH2:23][CH2:22]2)=[N:8][C:9]([NH:12][C:13]2[CH:18]=[CH:17][CH:16]=[CH:15][CH:14]=2)=[N:10][CH:11]=1.S(=O)(=O)(O)O, predict the reaction product. The product is: [CH:21]1([CH2:20][N:19]2[C:7]3[N:8]=[C:9]([NH:12][C:13]4[CH:14]=[CH:15][CH:16]=[CH:17][CH:18]=4)[N:10]=[CH:11][C:6]=3[CH2:5][CH:4]([C:24]3[CH:25]=[CH:26][C:27]([O:30][CH3:31])=[CH:28][CH:29]=3)[C:3]2=[O:2])[CH2:23][CH2:22]1. (4) Given the reactants [Cl:1][C:2]1[CH:3]=[C:4]([CH:27]=[CH:28][C:29]=1[F:30])[NH:5][C:6]1[C:15]2[C:10](=[CH:11][C:12]([O:22][CH2:23][CH2:24][CH2:25]Cl)=[CH:13][C:14]=2[O:16][CH:17]2[CH2:21][CH2:20][O:19][CH2:18]2)[N:9]=[CH:8][N:7]=1.[NH:31]1[CH2:36][CH2:35][NH:34][CH2:33][CH2:32]1, predict the reaction product. The product is: [Cl:1][C:2]1[CH:3]=[C:4]([CH:27]=[CH:28][C:29]=1[F:30])[NH:5][C:6]1[C:15]2[C:10](=[CH:11][C:12]([O:22][CH2:23][CH2:24][CH2:25][N:31]3[CH2:36][CH2:35][NH:34][CH2:33][CH2:32]3)=[CH:13][C:14]=2[O:16][CH:17]2[CH2:21][CH2:20][O:19][CH2:18]2)[N:9]=[CH:8][N:7]=1. (5) Given the reactants [CH3:1][NH2:2].[CH2:3]([C:6]1[C:15]2[C:10](=[CH:11][CH:12]=[CH:13][CH:14]=2)[CH:9]=[CH:8][C:7]=1[CH:16]=O)[CH2:4][CH3:5].[BH4-].[Na+], predict the reaction product. The product is: [CH3:1][NH:2][CH2:16][C:7]1[CH:8]=[CH:9][C:10]2[C:15](=[CH:14][CH:13]=[CH:12][CH:11]=2)[C:6]=1[CH2:3][CH2:4][CH3:5]. (6) Given the reactants [BH4-].[Na+].[CH2:3]([N:10]([CH2:24][C:25]1[CH:30]=[CH:29][CH:28]=[CH:27][CH:26]=1)[C:11]1[CH:16]=[CH:15][C:14]([CH:17]2[CH2:22][CH2:21][C:20](=[O:23])[CH2:19][CH2:18]2)=[CH:13][CH:12]=1)[C:4]1[CH:9]=[CH:8][CH:7]=[CH:6][CH:5]=1.C(O)(=O)C, predict the reaction product. The product is: [CH2:24]([N:10]([CH2:3][C:4]1[CH:9]=[CH:8][CH:7]=[CH:6][CH:5]=1)[C:11]1[CH:16]=[CH:15][C:14]([C@H:17]2[CH2:18][CH2:19][C@H:20]([OH:23])[CH2:21][CH2:22]2)=[CH:13][CH:12]=1)[C:25]1[CH:26]=[CH:27][CH:28]=[CH:29][CH:30]=1. (7) Given the reactants [CH3:1][N:2]1[CH2:7][CH:6]([OH:8])[C:5]2[CH:9]=[CH:10][O:11][C:4]=2[CH2:3]1.[Cl:12][C:13]1[CH:18]=[CH:17][CH:16]=[C:15](F)[C:14]=1[CH3:20], predict the reaction product. The product is: [ClH:12].[Cl:12][C:13]1[C:14]([CH3:20])=[C:15]([O:8][CH:6]2[CH2:7][N:2]([CH3:1])[CH2:3][C:4]3[O:11][CH:10]=[CH:9][C:5]2=3)[CH:16]=[CH:17][CH:18]=1. (8) Given the reactants [N+:1]([C:4]1[CH:12]=[CH:11][CH:10]=[C:9]2[C:5]=1[C:6](=[O:27])[N:7]([C:14]1([F:26])[CH2:19][CH:18]([O:20]C(=O)C)[C:17](=[O:24])[NH:16][C:15]1=[O:25])[C:8]2=[O:13])([O-:3])=[O:2].C1(C)C=CC(S(O)(=O)=O)=CC=1, predict the reaction product. The product is: [N+:1]([C:4]1[CH:12]=[CH:11][CH:10]=[C:9]2[C:5]=1[C:6](=[O:27])[N:7]([C:14]1([F:26])[CH2:19][CH:18]([OH:20])[C:17](=[O:24])[NH:16][C:15]1=[O:25])[C:8]2=[O:13])([O-:3])=[O:2]. (9) Given the reactants C(OC(=O)[NH:7][CH:8]([CH2:22][C:23]1[CH:28]=[C:27]([F:29])[CH:26]=[C:25]([F:30])[CH:24]=1)[CH:9]([OH:21])[CH2:10][NH:11][CH:12]([C:14](=[O:20])[NH:15][CH2:16][CH:17]([CH3:19])[CH3:18])[CH3:13])(C)(C)C.[ClH:32], predict the reaction product. The product is: [ClH:32].[ClH:32].[NH2:7][C@@H:8]([CH2:22][C:23]1[CH:24]=[C:25]([F:30])[CH:26]=[C:27]([F:29])[CH:28]=1)[C@H:9]([OH:21])[CH2:10][NH:11][C@H:12]([C:14]([NH:15][CH2:16][CH:17]([CH3:19])[CH3:18])=[O:20])[CH3:13].